Predict the reaction yield, written as a fraction of the theoretical maximum amount of product (1.0 means a 100% yield; for example, 0.34 means a 34% yield). From a dataset of Reaction yield outcomes from USPTO patents with 853,638 reactions. The reactants are [CH2:1]([N:8]([CH2:22][C:23]1[CH:28]=[CH:27][CH:26]=[CH:25][CH:24]=1)[C@H:9]([CH2:20][OH:21])[C:10]([O:12][CH2:13][C:14]1[CH:19]=[CH:18][CH:17]=[CH:16][CH:15]=1)=[O:11])[C:2]1[CH:7]=[CH:6][CH:5]=[CH:4][CH:3]=1.S([O-])([O-])(=O)=O.[Na+].[Na+].[F:36][C:37]([F:45])(S(F)(=O)=O)C(O)=O. The catalyst is C(#N)C. The product is [CH2:22]([N:8]([CH2:1][C:2]1[CH:3]=[CH:4][CH:5]=[CH:6][CH:7]=1)[C@H:9]([CH2:20][O:21][CH:37]([F:45])[F:36])[C:10]([O:12][CH2:13][C:14]1[CH:15]=[CH:16][CH:17]=[CH:18][CH:19]=1)=[O:11])[C:23]1[CH:24]=[CH:25][CH:26]=[CH:27][CH:28]=1. The yield is 0.134.